Binary Classification. Given a drug SMILES string, predict its activity (active/inactive) in a high-throughput screening assay against a specified biological target. From a dataset of Cav3 T-type calcium channel HTS with 100,875 compounds. (1) The drug is S(=O)(=O)(N(C)C)c1ccc(cc1)C(=O)Nc1cc(ccc1)C. The result is 0 (inactive). (2) The drug is FC(F)(F)c1cc(CNC(=O)C2CCCN(C2)c2ncccn2)ccc1. The result is 0 (inactive). (3) The compound is O(C(=O)c1c(nc(N(Cc2ccccc2)C)c(c1)C#N)C)C. The result is 0 (inactive). (4) The drug is O1C2=C(C3(c4c5N(C(C=C(c5cc(c4C)C)C)(C)C)C3=O)C(=C1N)C#N)C(=O)CCC2. The result is 0 (inactive).